Dataset: Catalyst prediction with 721,799 reactions and 888 catalyst types from USPTO. Task: Predict which catalyst facilitates the given reaction. (1) Reactant: [OH:1][C:2]1[C:11]([OH:12])=[CH:10][CH:9]=[CH:8][C:3]=1[C:4]([O:6][CH3:7])=[O:5].Br[CH2:14][CH2:15][CH2:16]Br.C(=O)([O-])[O-].[K+].[K+].O. Product: [O:12]1[C:11]2[CH:10]=[CH:9][CH:8]=[C:3]([C:4]([O:6][CH3:7])=[O:5])[C:2]=2[O:1][CH2:16][CH2:15][CH2:14]1. The catalyst class is: 9. (2) Reactant: [OH-].[NH4+:2].[Br:3][C:4]1[CH:9]=[CH:8][C:7]([C:10](=O)/[C:11](=[N:15]\[OH:16])/[CH2:12][CH2:13][CH3:14])=[CH:6][CH:5]=1.[C:18]([N:25]1[CH2:31][CH2:30][CH2:29][C@H:26]1[CH:27]=O)([O:20][C:21]([CH3:24])([CH3:23])[CH3:22])=[O:19].C(OCC)(=O)C. Product: [Br:3][C:4]1[CH:9]=[CH:8][C:7]([C:10]2[N:2]=[C:27]([C@@H:26]3[CH2:29][CH2:30][CH2:31][N:25]3[C:18]([O:20][C:21]([CH3:24])([CH3:23])[CH3:22])=[O:19])[N:15]([OH:16])[C:11]=2[CH2:12][CH2:13][CH3:14])=[CH:6][CH:5]=1. The catalyst class is: 5. (3) Reactant: [Cl:1][C:2]1[CH:3]=[C:4]([CH:12]=[CH:13][C:14]=1[CH:15]1[CH2:20][CH2:19][CH2:18][CH:17]([O:21][CH2:22][C:23]([CH3:25])=[CH2:24])[CH2:16]1)[C:5]([O:7]CC(C)=C)=[O:6].O.[OH-].[Li+].ClCCl.Cl. Product: [Cl:1][C:2]1[CH:3]=[C:4]([CH:12]=[CH:13][C:14]=1[CH:15]1[CH2:20][CH2:19][CH2:18][CH:17]([O:21][CH2:22][C:23]([CH3:25])=[CH2:24])[CH2:16]1)[C:5]([OH:7])=[O:6]. The catalyst class is: 193.